From a dataset of Reaction yield outcomes from USPTO patents with 853,638 reactions. Predict the reaction yield, written as a fraction of the theoretical maximum amount of product (1.0 means a 100% yield; for example, 0.34 means a 34% yield). The reactants are [F:1][C:2]1[CH:10]=[C:9]([F:11])[CH:8]=[C:7]2[C:3]=1[CH2:4][O:5][C:6]2=[O:12].C1C(=O)N([Br:20])C(=O)C1.O. The catalyst is C(Cl)(Cl)(Cl)Cl. The product is [Br:20][CH:4]1[C:3]2[C:7](=[CH:8][C:9]([F:11])=[CH:10][C:2]=2[F:1])[C:6](=[O:12])[O:5]1. The yield is 1.00.